This data is from Peptide-MHC class II binding affinity with 134,281 pairs from IEDB. The task is: Regression. Given a peptide amino acid sequence and an MHC pseudo amino acid sequence, predict their binding affinity value. This is MHC class II binding data. (1) The peptide sequence is GSDPKKLVLDIKYTR. The MHC is DRB1_0401 with pseudo-sequence DRB1_0401. The binding affinity (normalized) is 0.294. (2) The peptide sequence is KCKYPEGTKVTFHVE. The MHC is HLA-DQA10102-DQB10602 with pseudo-sequence HLA-DQA10102-DQB10602. The binding affinity (normalized) is 0. (3) The peptide sequence is INEPTAATIAYGLDR. The MHC is HLA-DQA10401-DQB10402 with pseudo-sequence HLA-DQA10401-DQB10402. The binding affinity (normalized) is 0.553. (4) The peptide sequence is SHIQSAVVCGRRHGV. The binding affinity (normalized) is 0.424. The MHC is DRB1_0802 with pseudo-sequence DRB1_0802. (5) The peptide sequence is KFAEGRRGAAEVLVVK. The MHC is HLA-DQA10501-DQB10402 with pseudo-sequence HLA-DQA10501-DQB10402. The binding affinity (normalized) is 0.272.